From a dataset of NCI-60 drug combinations with 297,098 pairs across 59 cell lines. Regression. Given two drug SMILES strings and cell line genomic features, predict the synergy score measuring deviation from expected non-interaction effect. (1) Drug 1: CCN(CC)CCNC(=O)C1=C(NC(=C1C)C=C2C3=C(C=CC(=C3)F)NC2=O)C. Drug 2: CC(C)CN1C=NC2=C1C3=CC=CC=C3N=C2N. Cell line: SK-MEL-2. Synergy scores: CSS=19.4, Synergy_ZIP=7.49, Synergy_Bliss=4.77, Synergy_Loewe=2.14, Synergy_HSA=-1.63. (2) Drug 1: C1CCC(CC1)NC(=O)N(CCCl)N=O. Drug 2: CC=C1C(=O)NC(C(=O)OC2CC(=O)NC(C(=O)NC(CSSCCC=C2)C(=O)N1)C(C)C)C(C)C. Cell line: SF-268. Synergy scores: CSS=72.0, Synergy_ZIP=3.06, Synergy_Bliss=6.53, Synergy_Loewe=-2.76, Synergy_HSA=7.92. (3) Drug 1: CNC(=O)C1=CC=CC=C1SC2=CC3=C(C=C2)C(=NN3)C=CC4=CC=CC=N4. Drug 2: B(C(CC(C)C)NC(=O)C(CC1=CC=CC=C1)NC(=O)C2=NC=CN=C2)(O)O. Cell line: T-47D. Synergy scores: CSS=-0.561, Synergy_ZIP=0.533, Synergy_Bliss=0.381, Synergy_Loewe=-0.937, Synergy_HSA=-1.28. (4) Drug 2: CC12CCC3C(C1CCC2OP(=O)(O)O)CCC4=C3C=CC(=C4)OC(=O)N(CCCl)CCCl.[Na+]. Drug 1: C(=O)(N)NO. Synergy scores: CSS=30.3, Synergy_ZIP=0.829, Synergy_Bliss=2.09, Synergy_Loewe=-10.7, Synergy_HSA=-4.09. Cell line: COLO 205. (5) Drug 1: CN(C)C1=NC(=NC(=N1)N(C)C)N(C)C. Drug 2: COC1=C2C(=CC3=C1OC=C3)C=CC(=O)O2. Cell line: BT-549. Synergy scores: CSS=-9.87, Synergy_ZIP=2.80, Synergy_Bliss=-2.91, Synergy_Loewe=-7.21, Synergy_HSA=-8.63. (6) Drug 1: C1CCC(C1)C(CC#N)N2C=C(C=N2)C3=C4C=CNC4=NC=N3. Drug 2: C1C(C(OC1N2C=C(C(=O)NC2=O)F)CO)O. Cell line: CCRF-CEM. Synergy scores: CSS=50.3, Synergy_ZIP=-1.37, Synergy_Bliss=-3.86, Synergy_Loewe=-23.8, Synergy_HSA=-4.34.